Dataset: Forward reaction prediction with 1.9M reactions from USPTO patents (1976-2016). Task: Predict the product of the given reaction. (1) Given the reactants [CH:1]12[CH2:10][CH:5]3[CH2:6][CH:7]([CH2:9][CH:3]([CH2:4]3)[CH:2]1[NH:11][C:12](=[O:18])[C@H:13]1[CH2:17][CH2:16][CH2:15][NH:14]1)[CH2:8]2.C(N(CC)CC)C.[C:26](Cl)(=[O:28])[CH3:27], predict the reaction product. The product is: [CH:1]12[CH2:8][CH:7]3[CH2:6][CH:5]([CH2:4][CH:3]([CH2:9]3)[CH:2]1[NH:11][C:12](=[O:18])[C@H:13]1[CH2:17][CH2:16][CH2:15][N:14]1[C:26](=[O:28])[CH3:27])[CH2:10]2. (2) The product is: [NH2:15][C:5]1[CH:4]=[C:3]([C:1]#[N:2])[CH:8]=[CH:7][C:6]=1/[CH:9]=[CH:10]/[C:11]([O:13][CH3:14])=[O:12]. Given the reactants [C:1]([C:3]1[CH:8]=[CH:7][C:6](/[CH:9]=[CH:10]/[C:11]([O:13][CH3:14])=[O:12])=[C:5]([N+:15]([O-])=O)[CH:4]=1)#[N:2].[Sn](Cl)Cl.C(=O)([O-])O.[Na+], predict the reaction product. (3) Given the reactants [F:1][C:2]1[CH:14]=[CH:13][C:5]([CH2:6][C:7]2O[C:10]([NH2:12])=[N:9][N:8]=2)=[CH:4][CH:3]=1.[NH2:15][NH2:16], predict the reaction product. The product is: [F:1][C:2]1[CH:3]=[CH:4][C:5]([CH2:6][C:7]2[N:15]([NH2:16])[C:10]([NH2:12])=[N:9][N:8]=2)=[CH:13][CH:14]=1. (4) Given the reactants Cl[C:2]1[N:3]=[C:4]([OH:18])[C:5]2[CH:11]=[CH:10][N:9]=[C:8]([C:12]3[N:13]=[CH:14][N:15]([CH3:17])[CH:16]=3)[C:6]=2[N:7]=1.[CH3:19][OH:20], predict the reaction product. The product is: [CH3:19][O:20][C:2]1[N:3]=[C:4]([OH:18])[C:5]2[CH:11]=[CH:10][N:9]=[C:8]([C:12]3[N:13]=[CH:14][N:15]([CH3:17])[CH:16]=3)[C:6]=2[N:7]=1. (5) Given the reactants [NH2:1][C:2]1[CH:7]=[C:6]([C:8]([CH3:11])([CH3:10])[CH3:9])[CH:5]=[CH:4][C:3]=1[NH:12][C:13](=O)[CH2:14][CH2:15][CH:16]1[CH2:19][CH:18]([N:20]([CH2:23][C@@H:24]2[C@@H:31]3[C@@H:27]([O:28][C:29]([CH3:33])([CH3:32])[O:30]3)[C@H:26]([N:34]3[C:38]4[N:39]=[CH:40][N:41]=[C:42]([NH:43][CH2:44][C:45]5[CH:50]=[CH:49][C:48]([O:51][CH3:52])=[CH:47][C:46]=5[O:53][CH3:54])[C:37]=4[CH:36]=[CH:35]3)[CH2:25]2)[CH2:21][CH3:22])[CH2:17]1, predict the reaction product. The product is: [C:8]([C:6]1[CH:5]=[CH:4][C:3]2[NH:12][C:13]([CH2:14][CH2:15][CH:16]3[CH2:17][CH:18]([N:20]([CH2:23][C@@H:24]4[C@H:31]5[O:30][C:29]([CH3:33])([CH3:32])[O:28][C@H:27]5[C@H:26]([N:34]5[C:38]6[N:39]=[CH:40][N:41]=[C:42]([NH:43][CH2:44][C:45]7[CH:50]=[CH:49][C:48]([O:51][CH3:52])=[CH:47][C:46]=7[O:53][CH3:54])[C:37]=6[CH:36]=[CH:35]5)[CH2:25]4)[CH2:21][CH3:22])[CH2:19]3)=[N:1][C:2]=2[CH:7]=1)([CH3:10])([CH3:11])[CH3:9]. (6) Given the reactants [C:1]([NH:5][C:6]([C:8]1[C:12]2=[N:13][C:14]([C:17]3[C:25]4[C:20](=[C:21]([CH2:26][CH3:27])[CH:22]=[CH:23][CH:24]=4)[NH:19][N:18]=3)=[CH:15][N:16]=[C:11]2[N:10](COCC[Si](C)(C)C)[CH:9]=1)=[O:7])([CH3:4])([CH3:3])[CH3:2].FC(F)(F)C(O)=O.C(N)CN, predict the reaction product. The product is: [C:1]([NH:5][C:6]([C:8]1[C:12]2=[N:13][C:14]([C:17]3[C:25]4[C:20](=[C:21]([CH2:26][CH3:27])[CH:22]=[CH:23][CH:24]=4)[NH:19][N:18]=3)=[CH:15][N:16]=[C:11]2[NH:10][CH:9]=1)=[O:7])([CH3:4])([CH3:3])[CH3:2].